From a dataset of Forward reaction prediction with 1.9M reactions from USPTO patents (1976-2016). Predict the product of the given reaction. (1) Given the reactants [Cl:1]/[CH:2]=[CH:3]/[C:4]([OH:6])=O.[N:7]1[C:16]2[C:11](=[CH:12][CH:13]=[CH:14][CH:15]=2)[CH:10]=[C:9]([C:17]2[C:18]3[C:30]([NH2:31])=[N:29][CH:28]=[N:27][C:19]=3[N:20]3[C:25]=2[CH2:24][CH2:23][CH:22]([NH2:26])[CH2:21]3)[CH:8]=1.Cl.CN(C)CCCN=C=NCC.C(=O)(O)[O-].[Na+], predict the reaction product. The product is: [NH2:31][C:30]1[C:18]2[C:17]([C:9]3[CH:8]=[N:7][C:16]4[C:11]([CH:10]=3)=[CH:12][CH:13]=[CH:14][CH:15]=4)=[C:25]3[N:20]([C:19]=2[N:27]=[CH:28][N:29]=1)[CH2:21][C@@H:22]([NH:26][C:4](=[O:6])/[CH:3]=[CH:2]/[Cl:1])[CH2:23][CH2:24]3. (2) The product is: [CH2:5]([O:4][C:2]([N:19]1[CH2:26][C:25]2([CH2:27][CH2:28][CH:29]=[CH2:30])[CH:21]([CH2:22][O:23][C:24]2=[O:31])[CH2:20]1)=[O:3])[C:6]1[CH:11]=[CH:10][CH:9]=[CH:8][CH:7]=1. Given the reactants Cl[C:2]([O:4][CH2:5][C:6]1[CH:11]=[CH:10][CH:9]=[CH:8][CH:7]=1)=[O:3].C([N:19]1[CH2:26][C:25]2([CH2:27][CH2:28][CH:29]=[CH2:30])[CH:21]([CH2:22][O:23][C:24]2=[O:31])[CH2:20]1)C1C=CC=CC=1, predict the reaction product. (3) Given the reactants Cl[C:2]1[C:3]2[S:18][C:17]([NH2:19])=[N:16][C:4]=2[N:5]=[C:6]([S:8][CH2:9][C:10]2[CH:15]=[CH:14][CH:13]=[CH:12][CH:11]=2)[N:7]=1.[NH2:20][C:21]([CH3:25])([CH3:24])[CH2:22][OH:23], predict the reaction product. The product is: [NH2:19][C:17]1[S:18][C:3]2[C:2]([NH:20][C:21]([CH3:25])([CH3:24])[CH2:22][OH:23])=[N:7][C:6]([S:8][CH2:9][C:10]3[CH:15]=[CH:14][CH:13]=[CH:12][CH:11]=3)=[N:5][C:4]=2[N:16]=1. (4) Given the reactants [C:1]([C:3]1[CH:4]=[CH:5][C:6]([C@@H:12]2[C:17]([C:18]#[N:19])=[C:16]([CH3:20])[N:15]([C:21]3[CH:26]=[CH:25][CH:24]=[C:23]([C:27]([F:30])([F:29])[F:28])[CH:22]=3)[C:14](=[O:31])[N:13]2[CH3:32])=[C:7]([S:9]([O-:11])=[O:10])[CH:8]=1)#[N:2].[Na+].[F:34][C:35]([F:40])([F:39])[CH2:36][CH2:37]I, predict the reaction product. The product is: [C:1]([C:3]1[CH:4]=[CH:5][C:6]([C@@H:12]2[C:17]([C:18]#[N:19])=[C:16]([CH3:20])[N:15]([C:21]3[CH:26]=[CH:25][CH:24]=[C:23]([C:27]([F:29])([F:30])[F:28])[CH:22]=3)[C:14](=[O:31])[N:13]2[CH3:32])=[C:7]([S:9]([CH2:37][CH2:36][C:35]([F:40])([F:39])[F:34])(=[O:11])=[O:10])[CH:8]=1)#[N:2]. (5) Given the reactants [O:1]=[C:2]1[CH2:7][CH2:6][N:5]([C:8]([O:10][C:11]([CH3:14])([CH3:13])[CH3:12])=[O:9])[CH2:4][CH2:3]1.N1[CH2:19][CH2:18][CH2:17][CH2:16]1, predict the reaction product. The product is: [C:8]([N:5]1[CH2:4][CH2:3][C:2]2([CH2:7][C:2](=[O:1])[C:3]3[C:16](=[CH:17][CH:18]=[CH:19][CH:4]=3)[O:1]2)[CH2:7][CH2:6]1)([O:10][C:11]([CH3:14])([CH3:13])[CH3:12])=[O:9]. (6) Given the reactants [CH2:1]([O:5][C:6]1[CH:13]=[CH:12][C:9]([CH:10]=[O:11])=[CH:8][CH:7]=1)[CH:2]([CH3:4])[CH3:3].[Cl-].[Al+3].[Cl-].[Cl-].COC[C:21]([Cl:23])=O, predict the reaction product. The product is: [Cl:23][CH2:21][C:13]1[CH:12]=[C:9]([CH:8]=[CH:7][C:6]=1[O:5][CH2:1][CH:2]([CH3:4])[CH3:3])[CH:10]=[O:11].